Dataset: Full USPTO retrosynthesis dataset with 1.9M reactions from patents (1976-2016). Task: Predict the reactants needed to synthesize the given product. (1) Given the product [CH:1]([O:4][CH2:5][CH2:6][O:7][C:8]1[CH:15]=[CH:14][C:11]([CH:12]=[C:20]2[S:16][C:17](=[O:22])[NH:18][C:19]2=[O:21])=[CH:10][CH:9]=1)([CH3:3])[CH3:2], predict the reactants needed to synthesize it. The reactants are: [CH:1]([O:4][CH2:5][CH2:6][O:7][C:8]1[CH:15]=[CH:14][C:11]([CH:12]=O)=[CH:10][CH:9]=1)([CH3:3])[CH3:2].[S:16]1[CH2:20][C:19](=[O:21])[NH:18][C:17]1=[O:22].N1CCCCC1.C(O)(=O)C. (2) Given the product [F:19][C:18]([F:21])([F:20])[C:51]([OH:52])=[O:54].[C:1]([CH2:3][C:4]1([N:23]2[CH:27]=[C:26]([C:38]3[C:39]([CH3:50])=[N:40][NH:41][CH:42]=3)[CH:25]=[N:24]2)[CH2:7][N:6]([C:8]2[N:9]=[CH:10][C:11]([C:14]([NH:16][C@@H:17]([CH3:22])[C:18]([F:19])([F:20])[F:21])=[O:15])=[N:12][CH:13]=2)[CH2:5]1)#[N:2].[C:51]([OH:52])([C:18]([F:21])([F:20])[F:19])=[O:54], predict the reactants needed to synthesize it. The reactants are: [C:1]([CH2:3][C:4]1([N:23]2[CH:27]=[C:26](B3OC(C)(C)C(C)(C)O3)[CH:25]=[N:24]2)[CH2:7][N:6]([C:8]2[N:9]=[CH:10][C:11]([C:14]([NH:16][C@@H:17]([CH3:22])[C:18]([F:21])([F:20])[F:19])=[O:15])=[N:12][CH:13]=2)[CH2:5]1)#[N:2].Br[C:38]1[C:39]([CH3:50])=[N:40][N:41](C(OC(C)(C)C)=O)[CH:42]=1.[C:51](=[O:54])([O-])[O-:52].[Na+].[Na+]. (3) Given the product [CH3:1][C@@H:2]1[N:6]([C:7]([O:9][C:10]([CH3:13])([CH3:12])[CH3:11])=[O:8])[C@H:5]([C:14]([O:16][CH2:17][C:18]([C:20]2[CH:21]=[CH:22][C:23]3[C:32]4[CH:31]=[C:30]5[CH2:33][CH2:34][CH:35]([O:57][C:55]([C@@H:48]6[CH2:49][C@H:50]([CH2:52][O:53][CH3:54])[CH2:51][N:47]6[C:45]([O:44][C:40]([CH3:43])([CH3:42])[CH3:41])=[O:46])=[O:56])[C:36](=[O:37])[C:29]5=[CH:28][C:27]=4[O:26][CH2:25][C:24]=3[CH:39]=2)=[O:19])=[O:15])[CH2:4][CH2:3]1, predict the reactants needed to synthesize it. The reactants are: [CH3:1][C@@H:2]1[N:6]([C:7]([O:9][C:10]([CH3:13])([CH3:12])[CH3:11])=[O:8])[C@H:5]([C:14]([O:16][CH2:17][C:18]([C:20]2[CH:21]=[CH:22][C:23]3[C:32]4[CH:31]=[C:30]5[CH2:33][CH2:34][CH:35](Br)[C:36](=[O:37])[C:29]5=[CH:28][C:27]=4[O:26][CH2:25][C:24]=3[CH:39]=2)=[O:19])=[O:15])[CH2:4][CH2:3]1.[C:40]([O:44][C:45]([N:47]1[CH2:51][C@@H:50]([CH2:52][O:53][CH3:54])[CH2:49][C@H:48]1[C:55]([OH:57])=[O:56])=[O:46])([CH3:43])([CH3:42])[CH3:41].C([O-])([O-])=O.[Cs+].[Cs+]. (4) Given the product [F:1][C:2]1[C:3]([CH2:18][NH2:20])=[CH:4][C:5]([C:8]2[CH:9]=[N:10][C:11]([C:14]([F:17])([F:16])[F:15])=[CH:12][CH:13]=2)=[N:6][CH:7]=1, predict the reactants needed to synthesize it. The reactants are: [F:1][C:2]1[C:3]([CH:18]=O)=[CH:4][C:5]([C:8]2[CH:9]=[N:10][C:11]([C:14]([F:17])([F:16])[F:15])=[CH:12][CH:13]=2)=[N:6][CH:7]=1.[NH2:20]O.Cl.Cl. (5) Given the product [Cl:1][C:2]1[CH:3]=[CH:4][C:5]([N:8]2[C:16]([CH:17]([CH:28]3[CH2:29][CH2:30][CH2:31][CH2:32][CH2:33]3)[O:26][CH2:27][C:2]3[CH:7]=[CH:6][C:45]([C:44]4[N:34]=[N:35][NH:36][N:41]=4)=[CH:4][CH:3]=3)=[C:15]3[C:10]([CH:11]=[CH:12][CH:13]=[CH:14]3)=[N:9]2)=[CH:6][CH:7]=1, predict the reactants needed to synthesize it. The reactants are: [Cl:1][C:2]1[CH:7]=[CH:6][C:5]([N:8]2[C:16]([C:17]([CH:28]3[CH2:33][CH2:32][CH2:31][CH2:30][CH2:29]3)([O:26][CH3:27])C3C=CC(C#N)=CC=3)=[C:15]3[C:10]([CH:11]=[CH:12][CH:13]=[CH:14]3)=[N:9]2)=[CH:4][CH:3]=1.[N-:34]=[N+:35]=[N-:36].[Na+].Cl.C([N:41]([CH2:44][CH3:45])CC)C. (6) Given the product [Br:23][C:7]1[CH:8]=[C:9]([CH2:13][C:14]([CH3:22])([CH3:21])[CH2:15][C:16]([O:18][CH2:19][CH3:20])=[O:17])[CH:10]=[C:11]([F:12])[C:6]=1[O:5][CH2:4][CH2:3][CH2:2][NH:1][C:32]1[CH:37]=[CH:36][CH:35]=[CH:34][N:33]=1, predict the reactants needed to synthesize it. The reactants are: [NH2:1][CH2:2][CH2:3][CH2:4][O:5][C:6]1[C:11]([F:12])=[CH:10][C:9]([CH2:13][C:14]([CH3:22])([CH3:21])[CH2:15][C:16]([O:18][CH2:19][CH3:20])=[O:17])=[CH:8][C:7]=1[Br:23].CN1CCOCC1.F[C:32]1[CH:37]=[CH:36][CH:35]=[CH:34][N:33]=1. (7) Given the product [NH2:21][C:20]1[N:19]([C:25]2[CH:30]=[CH:29][C:28]([CH2:31][CH2:32][N:33]3[CH2:38][CH2:37][CH2:36][CH2:35][CH2:34]3)=[CH:27][CH:26]=2)[N:18]=[C:11]2[C:12]3[CH:13]=[CH:14][CH:15]=[CH:16][C:17]=3[NH:8][C:9](=[O:39])[C:10]=12, predict the reactants needed to synthesize it. The reactants are: COC1C=CC(C[N:8]2[C:17]3[CH:16]=[CH:15][CH:14]=[CH:13][C:12]=3[C:11]3=[N:18][N:19]([C:25]4[CH:30]=[CH:29][C:28]([CH2:31][CH2:32][N:33]5[CH2:38][CH2:37][CH2:36][CH2:35][CH2:34]5)=[CH:27][CH:26]=4)[C:20]([NH:21]C(=O)C)=[C:10]3[C:9]2=[O:39])=CC=1.FC(F)(F)C(O)=O.C1(OC)C=CC=CC=1.FC(F)(F)S(O)(=O)=O.[OH-].[Na+].